Dataset: Catalyst prediction with 721,799 reactions and 888 catalyst types from USPTO. Task: Predict which catalyst facilitates the given reaction. (1) Reactant: C(OC([NH:11][C@@H:12]([CH2:17][C:18]([NH:20][C:21]1[CH:33]=[CH:32][C:31]2[C:30]3[C:25](=[CH:26][C:27]([F:34])=[CH:28][CH:29]=3)[CH2:24][C:23]=2[CH:22]=1)=[O:19])[C:13]([O:15][CH3:16])=[O:14])=O)C1C=CC=CC=1. Product: [NH2:11][C@@H:12]([CH2:17][C:18]([NH:20][C:21]1[CH:33]=[CH:32][C:31]2[C:30]3[C:25](=[CH:26][C:27]([F:34])=[CH:28][CH:29]=3)[CH2:24][C:23]=2[CH:22]=1)=[O:19])[C:13]([O:15][CH3:16])=[O:14]. The catalyst class is: 570. (2) Reactant: [F:1][C:2]1[CH:44]=[CH:43][C:5]([CH2:6][CH:7]2[O:11][N:10]=[C:9]([CH2:12][N:13]3[CH:17]=[C:16]([C:18]4[N:26](COCC[Si](C)(C)C)[C:25]5[C:24](=[O:35])[N:23]([CH2:36][CH2:37][CH3:38])[C:22](=[O:39])[N:21]([CH2:40][CH2:41][CH3:42])[C:20]=5[N:19]=4)[CH:15]=[N:14]3)[CH2:8]2)=[CH:4][CH:3]=1. Product: [F:1][C:2]1[CH:44]=[CH:43][C:5]([CH2:6][CH:7]2[O:11][N:10]=[C:9]([CH2:12][N:13]3[CH:17]=[C:16]([C:18]4[NH:26][C:25]5[C:24](=[O:35])[N:23]([CH2:36][CH2:37][CH3:38])[C:22](=[O:39])[N:21]([CH2:40][CH2:41][CH3:42])[C:20]=5[N:19]=4)[CH:15]=[N:14]3)[CH2:8]2)=[CH:4][CH:3]=1. The catalyst class is: 162.